From a dataset of Forward reaction prediction with 1.9M reactions from USPTO patents (1976-2016). Predict the product of the given reaction. Given the reactants [C:1](Cl)(=[O:8])[C:2]1[CH:7]=[CH:6][CH:5]=[CH:4][CH:3]=1.[CH3:10][O:11][C:12]1[CH:17]=[CH:16][CH:15]=[CH:14][C:13]=1[N:18]1[CH2:23][CH2:22][N:21]([CH2:24][CH:25]2[CH2:30][CH2:29][CH2:28][NH:27][CH2:26]2)[CH2:20][CH2:19]1.C(N(CC)CC)C, predict the reaction product. The product is: [CH3:10][O:11][C:12]1[CH:17]=[CH:16][CH:15]=[CH:14][C:13]=1[N:18]1[CH2:19][CH2:20][N:21]([CH2:24][CH:25]2[CH2:30][CH2:29][CH2:28][N:27]([C:1]([C:2]3[CH:7]=[CH:6][CH:5]=[CH:4][CH:3]=3)=[O:8])[CH2:26]2)[CH2:22][CH2:23]1.